This data is from Full USPTO retrosynthesis dataset with 1.9M reactions from patents (1976-2016). The task is: Predict the reactants needed to synthesize the given product. (1) Given the product [CH3:14][C:4]1[CH:5]=[C:6]([C:8]2[NH:12][C:11](=[O:13])[NH:10][N:9]=2)[N:7]=[C:2]([O:15][C@H:16]2[CH2:20][CH2:19][N:18]([C:21]([O:23][C:24]([CH3:27])([CH3:26])[CH3:25])=[O:22])[CH2:17]2)[CH:3]=1, predict the reactants needed to synthesize it. The reactants are: Cl[C:2]1[N:7]=[C:6]([C:8]2[NH:12][C:11](=[O:13])[NH:10][N:9]=2)[CH:5]=[C:4]([CH3:14])[CH:3]=1.[OH:15][C@H:16]1[CH2:20][CH2:19][N:18]([C:21]([O:23][C:24]([CH3:27])([CH3:26])[CH3:25])=[O:22])[CH2:17]1.[H-].[Na+].O. (2) Given the product [Cl:1][C:2]1[C:9]([N:19]2[CH2:20][CH2:21][CH:16]([C:15]([F:23])([F:22])[F:14])[CH2:17][CH2:18]2)=[CH:8][C:5]([NH:6][CH3:7])=[C:4]([N+:11]([O-:13])=[O:12])[CH:3]=1, predict the reactants needed to synthesize it. The reactants are: [Cl:1][C:2]1[C:9](Cl)=[CH:8][C:5]([NH:6][CH3:7])=[C:4]([N+:11]([O-:13])=[O:12])[CH:3]=1.[F:14][C:15]([F:23])([F:22])[CH:16]1[CH2:21][CH2:20][NH:19][CH2:18][CH2:17]1.C(=O)([O-])[O-].[K+].[K+].